This data is from Peptide-MHC class II binding affinity with 134,281 pairs from IEDB. The task is: Regression. Given a peptide amino acid sequence and an MHC pseudo amino acid sequence, predict their binding affinity value. This is MHC class II binding data. (1) The peptide sequence is VLVGPCTEPAPLVVH. The MHC is DRB1_0101 with pseudo-sequence DRB1_0101. The binding affinity (normalized) is 0.386. (2) The peptide sequence is VALRTAVASVLSATV. The MHC is HLA-DPA10301-DPB10402 with pseudo-sequence HLA-DPA10301-DPB10402. The binding affinity (normalized) is 0.196.